This data is from Full USPTO retrosynthesis dataset with 1.9M reactions from patents (1976-2016). The task is: Predict the reactants needed to synthesize the given product. (1) Given the product [N:1]([CH2:4][C@@H:5]1[CH2:14][C:13]2[C:8](=[CH:9][CH:10]=[CH:11][CH:12]=2)[CH2:7][NH:6]1)=[N+:2]=[N-:3], predict the reactants needed to synthesize it. The reactants are: [N:1]([CH2:4][C@@H:5]1[CH2:14][C:13]2[C:8](=[CH:9][CH:10]=[CH:11][CH:12]=2)[CH2:7][N:6]1C(OC(C)(C)C)=O)=[N+:2]=[N-:3].C(O)(C(F)(F)F)=O. (2) Given the product [NH2:32][C:28]1([CH2:27][NH:26][C:2]2[C:11]3[C:6](=[CH:7][CH:8]=[C:9]([CH3:12])[CH:10]=3)[N:5]=[C:4]([N:13]3[CH2:19][C:18]4[CH:20]=[CH:21][CH:22]=[CH:23][C:17]=4[S:16][CH2:15][CH2:14]3)[CH:3]=2)[CH2:31][O:30][CH2:29]1, predict the reactants needed to synthesize it. The reactants are: Cl[C:2]1[C:11]2[C:6](=[CH:7][CH:8]=[C:9]([CH3:12])[CH:10]=2)[N:5]=[C:4]([N:13]2[CH2:19][C:18]3[CH:20]=[CH:21][C:22](OC)=[CH:23][C:17]=3[S:16][CH2:15][CH2:14]2)[CH:3]=1.[NH2:26][CH2:27][C:28]1([NH2:32])[CH2:31][O:30][CH2:29]1. (3) Given the product [Br:15][C:10]1[N:9]=[C:8]([NH:16][C:17]2[CH:22]=[C:21]([C:23]([F:25])([F:24])[F:26])[CH:20]=[CH:19][N:18]=2)[CH:13]=[C:12]([CH3:14])[CH:11]=1, predict the reactants needed to synthesize it. The reactants are: CC(C)([O-])C.[Na+].Br[C:8]1[CH:13]=[C:12]([CH3:14])[CH:11]=[C:10]([Br:15])[N:9]=1.[NH2:16][C:17]1[CH:22]=[C:21]([C:23]([F:26])([F:25])[F:24])[CH:20]=[CH:19][N:18]=1. (4) Given the product [O:8]=[C:1]([C:2]1[CH:7]=[CH:6][CH:5]=[CH:4][CH:3]=1)[CH:15]([C:11]1[S:10][CH:14]=[CH:13][CH:12]=1)[C:16]([O:18][CH2:19][CH3:20])=[O:17], predict the reactants needed to synthesize it. The reactants are: [C:1](Cl)(=[O:8])[C:2]1[CH:7]=[CH:6][CH:5]=[CH:4][CH:3]=1.[S:10]1[CH:14]=[CH:13][CH:12]=[C:11]1[CH2:15][C:16]([O:18][CH2:19][CH3:20])=[O:17]. (5) Given the product [NH2:10][CH2:9][C:4]1[CH:5]=[CH:6][C:7]([F:8])=[C:2]([C:27]2[CH:28]=[CH:29][CH:30]=[C:25]([CH2:24][N:21]3[CH2:22][CH2:23][N:18]([C:16]([O:15][C:12]([CH3:14])([CH3:13])[CH3:11])=[O:17])[CH2:19][CH2:20]3)[CH:26]=2)[CH:3]=1, predict the reactants needed to synthesize it. The reactants are: Br[C:2]1[CH:3]=[C:4]([CH2:9][NH2:10])[CH:5]=[CH:6][C:7]=1[F:8].[CH3:11][C:12]([O:15][C:16]([N:18]1[CH2:23][CH2:22][N:21]([CH2:24][C:25]2[CH:26]=[C:27](B(O)O)[CH:28]=[CH:29][CH:30]=2)[CH2:20][CH2:19]1)=[O:17])([CH3:14])[CH3:13].C([O-])([O-])=O.[K+].[K+]. (6) Given the product [Br:17][C:18]1[CH:19]=[CH:20][C:21]([N:24]2[CH2:29][CH2:28][N:27]([S:12]([CH2:11][C:5]3([C:3]([OH:2])=[O:4])[CH2:10][CH2:9][O:8][CH2:7][CH2:6]3)(=[O:14])=[O:13])[CH2:26][CH2:25]2)=[CH:22][CH:23]=1, predict the reactants needed to synthesize it. The reactants are: C[O:2][C:3]([C:5]1([CH2:11][S:12](Cl)(=[O:14])=[O:13])[CH2:10][CH2:9][O:8][CH2:7][CH2:6]1)=[O:4].Cl.[Br:17][C:18]1[CH:23]=[CH:22][C:21]([N:24]2[CH2:29][CH2:28][NH:27][CH2:26][CH2:25]2)=[CH:20][CH:19]=1.C(N(CC)CC)C.